Dataset: Reaction yield outcomes from USPTO patents with 853,638 reactions. Task: Predict the reaction yield, written as a fraction of the theoretical maximum amount of product (1.0 means a 100% yield; for example, 0.34 means a 34% yield). (1) The reactants are [CH2:1]([O:19][C@H:20]1[C@@H:24]([O:25][CH2:26][CH2:27][CH2:28][CH2:29][CH2:30][CH2:31][CH2:32][CH2:33][CH2:34][CH2:35][CH2:36][CH2:37][CH2:38][CH2:39][CH2:40][CH2:41][CH2:42][CH3:43])[CH2:23][O:22][C@@H:21]1[CH2:44][OH:45])[CH2:2][CH2:3][CH2:4][CH2:5][CH2:6][CH2:7][CH2:8][CH2:9][CH2:10][CH2:11][CH2:12][CH2:13][CH2:14][CH2:15][CH2:16][CH2:17][CH3:18].O1CCCC1.CN(C)N1C=CC=CC1.Cl[C:61]([O:63][C:64]1[CH:69]=[CH:68][C:67]([N+:70]([O-:72])=[O:71])=[CH:66][CH:65]=1)=[O:62]. The catalyst is ClCCl. The product is [C:61](=[O:62])([O:63][C:64]1[CH:65]=[CH:66][C:67]([N+:70]([O-:72])=[O:71])=[CH:68][CH:69]=1)[O:45][CH2:44][C@@H:21]1[C@@H:20]([O:19][CH2:1][CH2:2][CH2:3][CH2:4][CH2:5][CH2:6][CH2:7][CH2:8][CH2:9][CH2:10][CH2:11][CH2:12][CH2:13][CH2:14][CH2:15][CH2:16][CH2:17][CH3:18])[C@@H:24]([O:25][CH2:26][CH2:27][CH2:28][CH2:29][CH2:30][CH2:31][CH2:32][CH2:33][CH2:34][CH2:35][CH2:36][CH2:37][CH2:38][CH2:39][CH2:40][CH2:41][CH2:42][CH3:43])[CH2:23][O:22]1. The yield is 0.810. (2) The reactants are [O:1]1[CH:5]=[CH:4][C:3]([C@H:6]([C:23]2[CH:28]=[CH:27][C:26]([O:29][CH2:30][C:31]3[S:32][C:33]([C:37]4[CH:42]=[CH:41][C:40]([C:43]([F:46])([F:45])[F:44])=[CH:39][CH:38]=4)=[CH:34][C:35]=3[CH3:36])=[CH:25][CH:24]=2)[CH2:7][C:8](N2[C@@H](CC3C=CC=CC=3)COC2=O)=[O:9])=[N:2]1.OO.[Li+].[OH-].Cl.[C:52]([O-])([O-])=[O:53].[K+].[K+].IC. The catalyst is C1COCC1.CCOC(C)=O. The product is [O:1]1[CH:5]=[CH:4][C:3]([C@H:6]([C:23]2[CH:24]=[CH:25][C:26]([O:29][CH2:30][C:31]3[S:32][C:33]([C:37]4[CH:38]=[CH:39][C:40]([C:43]([F:46])([F:45])[F:44])=[CH:41][CH:42]=4)=[CH:34][C:35]=3[CH3:36])=[CH:27][CH:28]=2)[CH2:7][C:8]([O:53][CH3:52])=[O:9])=[N:2]1. The yield is 0.880. (3) The reactants are Br[C:2]1[C:3]([C:8]#[N:9])=[N:4][CH:5]=[CH:6][CH:7]=1.C(=O)([O-])[O-].[K+].[K+].[C:16]1([CH3:25])[CH:21]=[CH:20][CH:19]=[CH:18][C:17]=1B(O)O. The catalyst is COCCOC.[Pd].C1(P(C2C=CC=CC=2)C2C=CC=CC=2)C=CC=CC=1.C1(P(C2C=CC=CC=2)C2C=CC=CC=2)C=CC=CC=1.C1(P(C2C=CC=CC=2)C2C=CC=CC=2)C=CC=CC=1.C1(P(C2C=CC=CC=2)C2C=CC=CC=2)C=CC=CC=1. The product is [C:16]1([CH3:25])[CH:21]=[CH:20][CH:19]=[CH:18][C:17]=1[C:2]1[C:3]([C:8]#[N:9])=[N:4][CH:5]=[CH:6][CH:7]=1. The yield is 0.940. (4) The reactants are [Br:1][C:2]1[C:7]([OH:8])=[CH:6][CH:5]=[C:4]([I:9])[N:3]=1.Cl[C:11]([F:16])([F:15])C([O-])=O.[Na+].[OH-].[Na+]. The catalyst is CN(C=O)C. The product is [Br:1][C:2]1[C:7]([O:8][CH:11]([F:16])[F:15])=[CH:6][CH:5]=[C:4]([I:9])[N:3]=1. The yield is 0.590. (5) The reactants are [Br:1][C:2]1[CH:7]=[CH:6][C:5]([CH2:8]Br)=[CH:4][CH:3]=1.[CH:10]([NH2:13])([CH3:12])[CH3:11].C(=O)([O-])[O-].[K+].[K+]. The catalyst is C(#N)C. The product is [Br:1][C:2]1[CH:7]=[CH:6][C:5]([CH2:8][NH:13][CH:10]([CH3:12])[CH3:11])=[CH:4][CH:3]=1. The yield is 0.780. (6) The reactants are [Cl:1][C:2]1[CH:7]=[CH:6][C:5]([C:8]2[C:13]([C:14]([O:16]C)=[O:15])=[C:12]([CH3:18])[N:11]=[CH:10][CH:9]=2)=[C:4]([F:19])[CH:3]=1.[OH-].[Na+]. The catalyst is CO.O. The product is [Cl:1][C:2]1[CH:7]=[CH:6][C:5]([C:8]2[C:13]([C:14]([OH:16])=[O:15])=[C:12]([CH3:18])[N:11]=[CH:10][CH:9]=2)=[C:4]([F:19])[CH:3]=1. The yield is 0.790. (7) The reactants are ClC(Cl)(Cl)CO[C:5](=[O:19])[NH:6][C:7]1[N:8]([CH2:16][CH2:17][OH:18])[N:9]=[C:10]([C:12]([CH3:15])([CH3:14])[CH3:13])[CH:11]=1.[Cl:22][C:23]1[CH:28]=[CH:27][CH:26]=[C:25]([Cl:29])[C:24]=1[C:30]1[N:34]2[CH:35]=[C:36]([O:39][C@H:40]3[C:49]4[C:44](=[CH:45][CH:46]=[CH:47][CH:48]=4)[C@@H:43]([NH2:50])[CH2:42][CH2:41]3)[CH:37]=[CH:38][C:33]2=[N:32][N:31]=1.CCN(C(C)C)C(C)C. The catalyst is O1CCOCC1. The product is [C:12]([C:10]1[CH:11]=[C:7]([NH:6][C:5]([NH:50][C@@H:43]2[C:44]3[C:49](=[CH:48][CH:47]=[CH:46][CH:45]=3)[C@H:40]([O:39][C:36]3[CH:37]=[CH:38][C:33]4[N:34]([C:30]([C:24]5[C:23]([Cl:22])=[CH:28][CH:27]=[CH:26][C:25]=5[Cl:29])=[N:31][N:32]=4)[CH:35]=3)[CH2:41][CH2:42]2)=[O:19])[N:8]([CH2:16][CH2:17][OH:18])[N:9]=1)([CH3:13])([CH3:14])[CH3:15]. The yield is 0.140.